From a dataset of Full USPTO retrosynthesis dataset with 1.9M reactions from patents (1976-2016). Predict the reactants needed to synthesize the given product. Given the product [Br:19][C:20]1[N:21]=[CH:22][C:23]([CH2:26][N:7]2[CH:8]=[CH:9][C:10](=[O:11])[N:5]3[N:4]=[C:3]([S:2][CH3:1])[N:12]=[C:6]23)=[CH:24][CH:25]=1, predict the reactants needed to synthesize it. The reactants are: [CH3:1][S:2][C:3]1[N:12]=[C:6]2[N:7]=[CH:8][CH:9]=[C:10]([OH:11])[N:5]2[N:4]=1.C(=O)([O-])[O-].[K+].[K+].[Br:19][C:20]1[CH:25]=[CH:24][C:23]([CH2:26]Br)=[CH:22][N:21]=1.O.